The task is: Predict the product of the given reaction.. This data is from Forward reaction prediction with 1.9M reactions from USPTO patents (1976-2016). Given the reactants [CH2:1]([NH:5][C:6]1[N:14]=[C:13]2[C:9]([N:10]=[C:11]([O:23][CH3:24])[N:12]2[CH2:15][CH2:16][CH2:17][CH:18]2[CH2:22][CH2:21][O:20][CH2:19]2)=[C:8]([NH2:25])[N:7]=1)[CH2:2][CH2:3][CH3:4].F[C:27](F)(F)C(O)=O.C(NC1NC2C(N=C(OC)N=2)=C(N)N=1)CCC.BrCCCCC1CCOC1, predict the reaction product. The product is: [CH2:1]([NH:5][C:6]1[N:14]=[C:13]2[C:9]([N:10]=[C:11]([O:23][CH3:24])[N:12]2[CH2:15][CH2:16][CH2:17][CH2:18][CH:22]2[CH2:27][CH2:19][O:20][CH2:21]2)=[C:8]([NH2:25])[N:7]=1)[CH2:2][CH2:3][CH3:4].